This data is from Reaction yield outcomes from USPTO patents with 853,638 reactions. The task is: Predict the reaction yield, written as a fraction of the theoretical maximum amount of product (1.0 means a 100% yield; for example, 0.34 means a 34% yield). (1) The yield is 0.750. The reactants are [C:1]12([NH:11][C:12](=[O:20])[NH:13][CH2:14][CH2:15][CH2:16][C:17]([OH:19])=[O:18])[CH2:10][CH:5]3[CH2:6][CH:7]([CH2:9][CH:3]([CH2:4]3)[CH2:2]1)[CH2:8]2.[CH2:21]([O:23][C:24](=[O:33])[C:25]1[CH:30]=[CH:29][C:28]([CH2:31]O)=[CH:27][CH:26]=1)[CH3:22].CCN=C=NCCCN(C)C. The catalyst is CN(C1C=CN=CC=1)C.C(Cl)Cl. The product is [CH2:21]([O:23][C:24](=[O:33])[C:25]1[CH:30]=[CH:29][C:28]([CH2:31][O:18][C:17](=[O:19])[CH2:16][CH2:15][CH2:14][NH:13][C:12]([NH:11][C:1]23[CH2:8][CH:7]4[CH2:9][CH:3]([CH2:4][CH:5]([CH2:6]4)[CH2:10]2)[CH2:2]3)=[O:20])=[CH:27][CH:26]=1)[CH3:22]. (2) The reactants are [Cl:1][C:2]1[CH:14]=[CH:13][CH:12]=[CH:11][C:3]=1[O:4][CH2:5][C:6]([O:8][CH2:9][CH3:10])=[O:7].[C:15]1(=[O:21])[O:20][C:18](=[O:19])[CH2:17][CH2:16]1.[Cl-].[Cl-].[Cl-].[Al+3].Cl. The catalyst is ClCCl.CCCCCC.O. The product is [Cl:1][C:2]1[CH:14]=[C:13]([C:15](=[O:21])[CH2:16][CH2:17][C:18]([OH:20])=[O:19])[CH:12]=[CH:11][C:3]=1[O:4][CH2:5][C:6]([O:8][CH2:9][CH3:10])=[O:7]. The yield is 0.460. (3) The reactants are [N:1]1[CH:6]=[CH:5][CH:4]=[CH:3][C:2]=1[C:7]1[CH:8]=[C:9]([CH:12]=[CH:13][CH:14]=1)[CH:10]=O.[N+:15]([CH3:18])([O-:17])=[O:16].C([O-])(=O)C.[NH4+].[BH4-].[Na+]. The catalyst is O.C(O)(=O)C. The product is [N+:15]([CH2:18][CH2:10][C:9]1[CH:8]=[C:7]([C:2]2[CH:3]=[CH:4][CH:5]=[CH:6][N:1]=2)[CH:14]=[CH:13][CH:12]=1)([O-:17])=[O:16]. The yield is 0.710. (4) The reactants are [NH2:1][C:2]1[CH:12]=[CH:11][C:10]([Br:13])=[CH:9][C:3]=1[C:4]([N:6]([CH3:8])[CH3:7])=[O:5].C(=O)([O-])[O-].[Cs+].[Cs+].Br[C:21]1[CH:22]=[N:23][CH:24]=[N:25][CH:26]=1. The catalyst is C1C=CC(/C=C/C(/C=C/C2C=CC=CC=2)=O)=CC=1.C1C=CC(/C=C/C(/C=C/C2C=CC=CC=2)=O)=CC=1.C1C=CC(/C=C/C(/C=C/C2C=CC=CC=2)=O)=CC=1.[Pd].[Pd].C1(P(C2C=CC=CC=2)C2C3OC4C(=CC=CC=4P(C4C=CC=CC=4)C4C=CC=CC=4)C(C)(C)C=3C=CC=2)C=CC=CC=1. The product is [Br:13][C:10]1[CH:11]=[CH:12][C:2]([NH:1][C:21]2[CH:22]=[N:23][CH:24]=[N:25][CH:26]=2)=[C:3]([CH:9]=1)[C:4]([N:6]([CH3:7])[CH3:8])=[O:5]. The yield is 0.800. (5) The reactants are [NH2:1][C:2]1[C:3]([C:9]([NH:11][C:12]2[CH:17]=[CH:16][CH:15]=[CH:14][CH:13]=2)=[O:10])=[N:4][C:5](Br)=[CH:6][N:7]=1.B([C:21]1[CH:29]=[CH:28][C:24]([C:25]([OH:27])=[O:26])=[CH:23][CH:22]=1)(O)O.C([O-])([O-])=O.[Na+].[Na+].N#N. The catalyst is CC#N.C1C=CC([P]([Pd]([P](C2C=CC=CC=2)(C2C=CC=CC=2)C2C=CC=CC=2)([P](C2C=CC=CC=2)(C2C=CC=CC=2)C2C=CC=CC=2)[P](C2C=CC=CC=2)(C2C=CC=CC=2)C2C=CC=CC=2)(C2C=CC=CC=2)C2C=CC=CC=2)=CC=1.O. The product is [NH2:1][C:2]1[N:7]=[CH:6][C:5]([C:21]2[CH:29]=[CH:28][C:24]([C:25]([OH:27])=[O:26])=[CH:23][CH:22]=2)=[N:4][C:3]=1[C:9](=[O:10])[NH:11][C:12]1[CH:17]=[CH:16][CH:15]=[CH:14][CH:13]=1. The yield is 0.690. (6) The reactants are [C:1]1([S:7]([C:10]2[CH:11]=[C:12]3[C:17](=[CH:18][CH:19]=2)[CH:16](O)[CH2:15][CH2:14][CH2:13]3)(=[O:9])=[O:8])[CH:6]=[CH:5][CH:4]=[CH:3][CH:2]=1.S(Cl)([Cl:23])=O. The catalyst is C1(C)C=CC=CC=1. The product is [C:1]1([S:7]([C:10]2[CH:11]=[C:12]3[C:17](=[CH:18][CH:19]=2)[CH:16]([Cl:23])[CH2:15][CH2:14][CH2:13]3)(=[O:9])=[O:8])[CH:6]=[CH:5][CH:4]=[CH:3][CH:2]=1. The yield is 0.863. (7) The reactants are [CH2:1]([O:3][C:4](=[O:32])[C:5]1[CH:10]=[CH:9][C:8]([N:11]2[CH:15]=[C:14]([C:16]3[CH:21]=[CH:20][C:19]([Cl:22])=[CH:18][C:17]=3[Cl:23])[N:13]=[C:12]2[CH2:24][C:25]2[CH:30]=[CH:29][C:28](Br)=[CH:27][CH:26]=2)=[CH:7][CH:6]=1)[CH3:2].[NH2:33][C:34]1[CH:39]=[CH:38][C:37](B(O)O)=[CH:36][CH:35]=1. No catalyst specified. The product is [CH2:1]([O:3][C:4](=[O:32])[C:5]1[CH:10]=[CH:9][C:8]([N:11]2[CH:15]=[C:14]([C:16]3[CH:21]=[CH:20][C:19]([Cl:22])=[CH:18][C:17]=3[Cl:23])[N:13]=[C:12]2[CH2:24][C:25]2[CH:30]=[CH:29][C:28]([C:37]3[CH:38]=[CH:39][C:34]([NH2:33])=[CH:35][CH:36]=3)=[CH:27][CH:26]=2)=[CH:7][CH:6]=1)[CH3:2]. The yield is 0.650.